From a dataset of Forward reaction prediction with 1.9M reactions from USPTO patents (1976-2016). Predict the product of the given reaction. (1) Given the reactants [C:1](Cl)(=[O:8])[C:2]1[CH:7]=[CH:6][CH:5]=[CH:4][CH:3]=1.[OH:10][CH2:11][CH:12]1[CH2:16][O:15][C:14](=[S:17])[NH:13]1.C(N(CC)CC)C, predict the reaction product. The product is: [S:17]=[C:14]1[NH:13][CH:12]([CH2:11][O:10][C:1](=[O:8])[C:2]2[CH:7]=[CH:6][CH:5]=[CH:4][CH:3]=2)[CH2:16][O:15]1. (2) Given the reactants [Br:1][C:2]1[CH:3]=[N:4][CH:5]=[C:6]([Br:8])[CH:7]=1.[Li+].CC([N-]C(C)C)C.[CH:17](=[O:19])[CH3:18].[NH4+].[Cl-], predict the reaction product. The product is: [Br:1][C:2]1[CH:3]=[N:4][CH:5]=[C:6]([Br:8])[C:7]=1[CH:17]([OH:19])[CH3:18]. (3) Given the reactants [C:1]([O:5][C:6]([N:8]1[C:16]2[C:11](=[CH:12][C:13]([CH:17]([OH:24])[C:18]3[CH:23]=[CH:22][CH:21]=[CH:20][CH:19]=3)=[CH:14][CH:15]=2)[CH:10]=[C:9]1[C:25]1[C:26]2[S:39][CH:38]=[CH:37][C:27]=2[N:28]([C:30]([O:32][C:33]([CH3:36])([CH3:35])[CH3:34])=[O:31])[N:29]=1)=[O:7])([CH3:4])([CH3:3])[CH3:2].CC(OI1(OC(C)=O)(OC(C)=O)OC(=O)C2C=CC=CC1=2)=O.O, predict the reaction product. The product is: [C:1]([O:5][C:6]([N:8]1[C:16]2[C:11](=[CH:12][C:13]([C:17](=[O:24])[C:18]3[CH:19]=[CH:20][CH:21]=[CH:22][CH:23]=3)=[CH:14][CH:15]=2)[CH:10]=[C:9]1[C:25]1[C:26]2[S:39][CH:38]=[CH:37][C:27]=2[N:28]([C:30]([O:32][C:33]([CH3:36])([CH3:35])[CH3:34])=[O:31])[N:29]=1)=[O:7])([CH3:4])([CH3:2])[CH3:3]. (4) Given the reactants Cl[C:2]1[C:11]2[C:6](=[CH:7][CH:8]=[C:9]([Cl:12])[N:10]=2)[N:5]=[CH:4][C:3]=1[C:13](=[O:15])[CH3:14].[NH2:16][C@H:17]1[CH2:22][CH2:21][C@H:20]([CH2:23][OH:24])[CH2:19][CH2:18]1, predict the reaction product. The product is: [Cl:12][C:9]1[N:10]=[C:11]2[C:6](=[CH:7][CH:8]=1)[N:5]=[CH:4][C:3]([C:13](=[O:15])[CH3:14])=[C:2]2[NH:16][C@H:17]1[CH2:22][CH2:21][C@H:20]([CH2:23][OH:24])[CH2:19][CH2:18]1. (5) Given the reactants [OH-].[K+].C1(P(C2C=CC=CC=2)C2C=CC=CC=2)C=CC=CC=1.[N:22]([CH2:25][C:26]1[CH:31]=[CH:30][CH:29]=[C:28]([Br:32])[C:27]=1[O:33][CH3:34])=[N+]=[N-], predict the reaction product. The product is: [Br:32][C:28]1[C:27]([O:33][CH3:34])=[C:26]([CH:31]=[CH:30][CH:29]=1)[CH2:25][NH2:22]. (6) Given the reactants O.O.[F:3][C:4]1[CH:31]=[CH:30][C:7]([CH2:8][CH:9]2[CH2:14][CH2:13][N:12]([C:15](=[O:29])[C:16]([NH:18][C:19]3[CH:28]=[CH:27][C:22]4[NH:23][C:24](=[O:26])[O:25][C:21]=4[CH:20]=3)=[O:17])[CH2:11][CH2:10]2)=[CH:6][CH:5]=1, predict the reaction product. The product is: [F:3][C:4]1[CH:31]=[CH:30][C:7]([CH2:8][CH:9]2[CH2:14][CH2:13][N:12]([C:15](=[O:29])[C:16]([NH:18][C:19]3[CH:28]=[CH:27][C:22]4[NH:23][C:24](=[O:26])[O:25][C:21]=4[CH:20]=3)=[O:17])[CH2:11][CH2:10]2)=[CH:6][CH:5]=1. (7) Given the reactants FC(F)(F)C(O)=O.[CH3:8][S:9]([C:11]1[C:19]2[C:14](=[CH:15][C:16]([C:20]([N:22]3[CH2:27][C@@H:26]4[CH2:28][C@H:23]3[CH2:24][N:25]4C(OC(C)(C)C)=O)=[O:21])=[CH:17][CH:18]=2)[N:13]([C:36]2[N:41]=[CH:40][C:39]([C:42]3[CH:47]=[CH:46][CH:45]=[CH:44][N:43]=3)=[CH:38][N:37]=2)[CH:12]=1)=[O:10], predict the reaction product. The product is: [C@H:23]12[CH2:28][C@H:26]([NH:25][CH2:24]1)[CH2:27][N:22]2[C:20]([C:16]1[CH:15]=[C:14]2[C:19]([C:11]([S:9]([CH3:8])=[O:10])=[CH:12][N:13]2[C:36]2[N:41]=[CH:40][C:39]([C:42]3[CH:47]=[CH:46][CH:45]=[CH:44][N:43]=3)=[CH:38][N:37]=2)=[CH:18][CH:17]=1)=[O:21].